This data is from CYP2C9 inhibition data for predicting drug metabolism from PubChem BioAssay. The task is: Regression/Classification. Given a drug SMILES string, predict its absorption, distribution, metabolism, or excretion properties. Task type varies by dataset: regression for continuous measurements (e.g., permeability, clearance, half-life) or binary classification for categorical outcomes (e.g., BBB penetration, CYP inhibition). Dataset: cyp2c9_veith. (1) The molecule is O=C1CCCC=C1[C@H](O)CCCCBr. The result is 0 (non-inhibitor). (2) The molecule is COCC(=O)N1CCC[C@@]2(CCN(C(=O)Nc3ccccc3)C2)C1. The result is 0 (non-inhibitor). (3) The drug is CCc1ccc(-n2c(=O)c3c(C)c(C(=O)N(C)C)sc3n(CC(=O)NCc3ccco3)c2=O)cc1. The result is 0 (non-inhibitor). (4) The drug is CN1CCN(c2ncc3nc(-c4ccccc4)c(=O)n(-c4ccccc4)c3n2)CC1. The result is 0 (non-inhibitor). (5) The drug is Cc1ccccc1-c1cncnc1NC1CCNCC1. The result is 0 (non-inhibitor). (6) The molecule is CN(C)Cc1ccccc1-c1nccc(NCc2cccs2)n1. The result is 0 (non-inhibitor).